This data is from Forward reaction prediction with 1.9M reactions from USPTO patents (1976-2016). The task is: Predict the product of the given reaction. (1) Given the reactants [Cl:1][C:2]1[S:6][C:5]([NH:7][C:8](=[O:40])[N:9]([CH2:25][CH2:26][CH:27]2[CH2:32][CH2:31][N:30](C(OC(C)(C)C)=O)[CH2:29][CH2:28]2)[CH2:10][CH2:11][CH:12]([C:19]2[CH:24]=[CH:23][CH:22]=[CH:21][CH:20]=2)[C:13]2[CH:18]=[CH:17][CH:16]=[CH:15][CH:14]=2)=[N:4][C:3]=1[C:41]1[CH:46]=[CH:45][C:44]([NH:47][S:48]([CH3:51])(=[O:50])=[O:49])=[CH:43][CH:42]=1.C(O)(C(F)(F)F)=O, predict the reaction product. The product is: [ClH:1].[Cl:1][C:2]1[S:6][C:5]([NH:7][C:8](=[O:40])[N:9]([CH2:10][CH2:11][CH:12]([C:13]2[CH:14]=[CH:15][CH:16]=[CH:17][CH:18]=2)[C:19]2[CH:24]=[CH:23][CH:22]=[CH:21][CH:20]=2)[CH2:25][CH2:26][CH:27]2[CH2:28][CH2:29][NH:30][CH2:31][CH2:32]2)=[N:4][C:3]=1[C:41]1[CH:42]=[CH:43][C:44]([NH:47][S:48]([CH3:51])(=[O:49])=[O:50])=[CH:45][CH:46]=1. (2) Given the reactants [CH3:1][O:2][C:3]1[CH:8]=[C:7]([O:9][CH3:10])[CH:6]=[CH:5][C:4]=1[C:11]1[C:20]2[C:15](=[CH:16][C:17]([O:21][CH3:22])=[CH:18][CH:19]=2)[C:14](=O)[NH:13][N:12]=1.P(Cl)(Cl)([Cl:26])=O, predict the reaction product. The product is: [Cl:26][C:14]1[C:15]2[C:20](=[CH:19][CH:18]=[C:17]([O:21][CH3:22])[CH:16]=2)[C:11]([C:4]2[CH:5]=[CH:6][C:7]([O:9][CH3:10])=[CH:8][C:3]=2[O:2][CH3:1])=[N:12][N:13]=1. (3) The product is: [NH2:16][C:12]1[CH:11]=[C:10]([C:9]#[C:8][C:5]2[CH:4]=[N:3][C:2]([NH:22][CH2:21][CH2:20][CH2:19][N:18]([CH3:23])[CH3:17])=[N:7][CH:6]=2)[CH:15]=[CH:14][CH:13]=1. Given the reactants Cl[C:2]1[N:7]=[CH:6][C:5]([C:8]#[C:9][C:10]2[CH:11]=[C:12]([NH2:16])[CH:13]=[CH:14][CH:15]=2)=[CH:4][N:3]=1.[CH3:17][N:18]([CH3:23])[CH2:19][CH2:20][CH2:21][NH2:22].Cl, predict the reaction product. (4) The product is: [C:13]1([CH:11]([C:9]2[NH:8][C:7]3=[CH:2][N:3]=[CH:4][CH:5]=[C:6]3[CH:10]=2)[OH:12])[CH:14]=[CH:15][CH:16]=[CH:17][CH:18]=1. Given the reactants Cl[C:2]1[N:3]=[CH:4][CH:5]=[C:6]2[CH:10]=[C:9]([CH:11]([C:13]3[CH:18]=[CH:17][CH:16]=[CH:15][CH:14]=3)[OH:12])[NH:8][C:7]=12.C([O-])=O.[NH4+], predict the reaction product. (5) Given the reactants [CH3:1][N:2]1[CH:6]=[C:5](/[CH:7]=[CH:8]/[C:9]([O:11][CH3:12])=[O:10])[CH:4]=[N:3]1, predict the reaction product. The product is: [CH3:1][N:2]1[CH:6]=[C:5]([CH2:7][CH2:8][C:9]([O:11][CH3:12])=[O:10])[CH:4]=[N:3]1. (6) Given the reactants [CH3:1][O:2][C:3]([C:5]1[C:6]([C:11]2[CH:16]=[CH:15][C:14]([CH2:17][N:18]3[C:22]4[CH:23]=[C:24]([CH2:28][N:29](C(OC(C)(C)C)=O)[CH3:30])[CH:25]=[C:26]([CH3:27])[C:21]=4[N:20]=[C:19]3[CH2:38][CH2:39][CH3:40])=[CH:13][CH:12]=2)=[CH:7][CH:8]=[CH:9][CH:10]=1)=[O:4].Cl.O1CCOCC1, predict the reaction product. The product is: [CH3:1][O:2][C:3]([C:5]1[C:6]([C:11]2[CH:16]=[CH:15][C:14]([CH2:17][N:18]3[C:22]4[CH:23]=[C:24]([CH2:28][NH:29][CH3:30])[CH:25]=[C:26]([CH3:27])[C:21]=4[N:20]=[C:19]3[CH2:38][CH2:39][CH3:40])=[CH:13][CH:12]=2)=[CH:7][CH:8]=[CH:9][CH:10]=1)=[O:4]. (7) Given the reactants [N+]([O-])([O-])=O.[Ce+4].[NH4+].[N+]([O-])([O-])=O.[N+]([O-])([O-])=O.[N+]([O-])([O-])=O.[N+]([O-])([O-])=O.[Cl:23][C:24]1[CH:29]=[CH:28][C:27]([C@H:30]2[N:35](CC3C=CC(OC)=CC=3)[C:34](=[O:45])[C@H:33]([CH2:46][C:47]3[CH:52]=[CH:51][C:50]([F:53])=[CH:49][CH:48]=3)[O:32][C@H:31]2[C:54]2[CH:59]=[CH:58][C:57]([Cl:60])=[CH:56][CH:55]=2)=[CH:26][CH:25]=1.ClC1C=CC([C@@H]2N(CC3C=CC(OC)=CC=3)C(=O)[C@@H](CC3C=CC(F)=CC=3)O[C@@H]2C2C=CC(Cl)=CC=2)=CC=1, predict the reaction product. The product is: [Cl:23][C:24]1[CH:25]=[CH:26][C:27]([C@H:30]2[NH:35][C:34](=[O:45])[C@H:33]([CH2:46][C:47]3[CH:52]=[CH:51][C:50]([F:53])=[CH:49][CH:48]=3)[O:32][C@H:31]2[C:54]2[CH:59]=[CH:58][C:57]([Cl:60])=[CH:56][CH:55]=2)=[CH:28][CH:29]=1.